From a dataset of Forward reaction prediction with 1.9M reactions from USPTO patents (1976-2016). Predict the product of the given reaction. (1) Given the reactants [CH3:1][C:2]1[C:7]([CH:8]([CH2:13][CH2:14][CH3:15])[C:9]([O:11]C)=[O:10])=[C:6]([C:16]2[CH:21]=[CH:20][C:19]([CH3:22])=[CH:18][CH:17]=2)[N:5]=[C:4]([C:23]2[CH:32]=[CH:31][CH:30]=[C:29]3[C:24]=2[CH:25]=[CH:26][CH:27]=[N:28]3)[N:3]=1.[OH-].[Na+], predict the reaction product. The product is: [CH3:1][C:2]1[C:7]([CH:8]([CH2:13][CH2:14][CH3:15])[C:9]([OH:11])=[O:10])=[C:6]([C:16]2[CH:17]=[CH:18][C:19]([CH3:22])=[CH:20][CH:21]=2)[N:5]=[C:4]([C:23]2[CH:32]=[CH:31][CH:30]=[C:29]3[C:24]=2[CH:25]=[CH:26][CH:27]=[N:28]3)[N:3]=1. (2) Given the reactants [C:1]([O:5][C:6]([C:8]1[O:9][C:10]2[CH:17]=[CH:16][CH:15]=[C:14]([OH:18])[C:11]=2[C:12]=1[CH3:13])=[O:7])([CH3:4])([CH3:3])[CH3:2].Br[CH2:20][C:21]([O:23][CH3:24])=[O:22].CN(C=O)C, predict the reaction product. The product is: [C:1]([O:5][C:6]([C:8]1[O:9][C:10]2[CH:17]=[CH:16][CH:15]=[C:14]([O:18][CH2:20][C:21]([O:23][CH3:24])=[O:22])[C:11]=2[C:12]=1[CH3:13])=[O:7])([CH3:4])([CH3:2])[CH3:3]. (3) Given the reactants [Cl:1][C:2]1[CH:3]=[C:4]2[C:9](=[CH:10][C:11]=1[O:12][C:13]1[CH:18]=[CH:17][C:16]([C:19](=[O:32])[NH:20][C:21]3[CH:30]=[CH:29][C:28]4[C:23](=[CH:24][CH:25]=[C:26]([Cl:31])[CH:27]=4)[N:22]=3)=[CH:15][CH:14]=1)[O:8][CH2:7][CH2:6][CH:5]2[C:33]([OH:35])=[O:34].[C:36](OC(O[C:36]([CH3:39])([CH3:38])[CH3:37])N(C)C)([CH3:39])([CH3:38])[CH3:37], predict the reaction product. The product is: [Cl:1][C:2]1[CH:3]=[C:4]2[C:9](=[CH:10][C:11]=1[O:12][C:13]1[CH:14]=[CH:15][C:16]([C:19](=[O:32])[NH:20][C:21]3[CH:30]=[CH:29][C:28]4[C:23](=[CH:24][CH:25]=[C:26]([Cl:31])[CH:27]=4)[N:22]=3)=[CH:17][CH:18]=1)[O:8][CH2:7][CH2:6][CH:5]2[C:33]([O:35][C:36]([CH3:39])([CH3:38])[CH3:37])=[O:34]. (4) Given the reactants Br[C:2]1[CH:3]=[C:4](C=C[CH:31]=1)[C:5]([NH:7][CH:8]([C:10]1[N:15]=[N:14][C:13]([NH:16][C:17]2[CH:22]=[C:21]([O:23][CH3:24])[C:20]([O:25][CH3:26])=[C:19]([O:27][CH3:28])[CH:18]=2)=[N:12][CH:11]=1)[CH3:9])=[O:6].[NH2:32][CH:33](C1N=NC(NC2C=C(OC)C(OC)=C(OC)C=2)=NC=1)C.CN1C=CC=C1C(O)=O.C(N(C(C)C)CC)(C)C.F[P-](F)(F)(F)(F)F.N1(OC(N(C)C)=[N+](C)C)C2N=CC=CC=2N=N1, predict the reaction product. The product is: [CH3:33][N:32]1[CH:31]=[CH:2][CH:3]=[C:4]1[C:5]([NH:7][CH:8]([C:10]1[N:15]=[N:14][C:13]([NH:16][C:17]2[CH:18]=[C:19]([O:27][CH3:28])[C:20]([O:25][CH3:26])=[C:21]([O:23][CH3:24])[CH:22]=2)=[N:12][CH:11]=1)[CH3:9])=[O:6].